From a dataset of Reaction yield outcomes from USPTO patents with 853,638 reactions. Predict the reaction yield, written as a fraction of the theoretical maximum amount of product (1.0 means a 100% yield; for example, 0.34 means a 34% yield). The reactants are [C:1](/[CH:3]=[CH:4]/[S:5]([C:8]1[CH:13]=[CH:12][C:11]([C:14]([CH3:19])([CH3:18])[C:15]([OH:17])=O)=[CH:10][CH:9]=1)(=[O:7])=[O:6])#[N:2].[CH2:20]([CH2:22][NH2:23])[OH:21].Cl.CN(C)CCCN=C=NCC.ON1C2C=CC=CC=2N=N1.C(=O)(O)[O-].[Na+]. The catalyst is O1CCCC1. The product is [C:1](/[CH:3]=[CH:4]/[S:5]([C:8]1[CH:9]=[CH:10][C:11]([C:14]([CH3:19])([CH3:18])[C:15]([NH:23][CH2:22][CH2:20][OH:21])=[O:17])=[CH:12][CH:13]=1)(=[O:6])=[O:7])#[N:2]. The yield is 0.120.